Dataset: Peptide-MHC class II binding affinity with 134,281 pairs from IEDB. Task: Regression. Given a peptide amino acid sequence and an MHC pseudo amino acid sequence, predict their binding affinity value. This is MHC class II binding data. (1) The peptide sequence is KMPMYIAGYKTFDGR. The binding affinity (normalized) is 0.198. The MHC is HLA-DPA10301-DPB10402 with pseudo-sequence HLA-DPA10301-DPB10402. (2) The peptide sequence is MPRSIGGPVSSHNHI. The MHC is DRB1_1301 with pseudo-sequence DRB1_1301. The binding affinity (normalized) is 0. (3) The peptide sequence is TLKPEIENQVKRSVE. The MHC is DRB1_0101 with pseudo-sequence DRB1_0101. The binding affinity (normalized) is 0.378. (4) The peptide sequence is IQLVFSSMINPLVIT. The MHC is DRB1_0404 with pseudo-sequence DRB1_0404. The binding affinity (normalized) is 0.455.